This data is from Peptide-MHC class II binding affinity with 134,281 pairs from IEDB. The task is: Regression. Given a peptide amino acid sequence and an MHC pseudo amino acid sequence, predict their binding affinity value. This is MHC class II binding data. (1) The peptide sequence is LHGGHVSCRVKLSAL. The MHC is HLA-DQA10601-DQB10402 with pseudo-sequence HLA-DQA10601-DQB10402. The binding affinity (normalized) is 0.808. (2) The binding affinity (normalized) is 0.325. The MHC is DRB4_0101 with pseudo-sequence DRB4_0103. The peptide sequence is QHLCGSHLVEALYLV. (3) The peptide sequence is PTPVNIIGRNMLTQIGC. The MHC is HLA-DQA10501-DQB10201 with pseudo-sequence HLA-DQA10501-DQB10201. The binding affinity (normalized) is 0.161. (4) The peptide sequence is SVLLVVVLFAVFLGS. The MHC is HLA-DPA10201-DPB10101 with pseudo-sequence HLA-DPA10201-DPB10101. The binding affinity (normalized) is 0.156.